This data is from Forward reaction prediction with 1.9M reactions from USPTO patents (1976-2016). The task is: Predict the product of the given reaction. (1) Given the reactants [C:1](OC(=O)C)(=[O:3])[CH3:2].C(N(CC)C(C)C)(C)C.[C:17]([O:21][C:22]([N:24]1[C@@H:29]([C@@H:30]([OH:41])[C@@H:31]([NH2:40])[CH2:32][C:33]2[CH:38]=[CH:37][CH:36]=[C:35]([OH:39])[CH:34]=2)[CH2:28][O:27][C@@H:26]([O:42][CH2:43][C:44]([CH3:47])([CH3:46])[CH3:45])[C@@H:25]1[CH3:48])=[O:23])([CH3:20])([CH3:19])[CH3:18], predict the reaction product. The product is: [C:17]([O:21][C:22]([N:24]1[CH:29]([C@@H:30]([OH:41])[C@@H:31]([NH:40][C:1](=[O:3])[CH3:2])[CH2:32][C:33]2[CH:38]=[CH:37][CH:36]=[C:35]([OH:39])[CH:34]=2)[CH2:28][O:27][C@@H:26]([O:42][CH2:43][C:44]([CH3:47])([CH3:46])[CH3:45])[C@@H:25]1[CH3:48])=[O:23])([CH3:19])([CH3:18])[CH3:20]. (2) Given the reactants OS(O)(=O)=O.N([O-])=O.[Na+].N[C:11]1[C:12]([C:21]([OH:23])=[O:22])=[CH:13][C:14]2[C:19]([CH:20]=1)=[CH:18][CH:17]=[CH:16][CH:15]=2.O.[ClH:25], predict the reaction product. The product is: [Cl:25][C:11]1[C:12]([C:21]([OH:23])=[O:22])=[CH:13][C:14]2[C:19]([CH:20]=1)=[CH:18][CH:17]=[CH:16][CH:15]=2. (3) Given the reactants [CH2:1](F)[O:2][CH:3]([C:8]([F:11])([F:10])[F:9])[C:4]([F:7])([F:6])[F:5].FC(F)(F)C(O)C(F)(F)F.BrC[C:25]([O:27]CC)=[O:26], predict the reaction product. The product is: [F:5][C:4]([F:7])([F:6])[CH:3]([O:2][CH2:1][C:25]([OH:27])=[O:26])[C:8]([F:11])([F:10])[F:9]. (4) Given the reactants [CH:1]([N:4]1[C:8]([C:9]2[S:10][C:11]3[CH2:12][CH2:13][O:14][C:15]4[CH:22]=[C:21]([CH:23]=O)[CH:20]=[CH:19][C:16]=4[C:17]=3[N:18]=2)=[N:7][CH:6]=[N:5]1)([CH3:3])[CH3:2].[NH2:25][C:26]1[CH:30]=[CH:29][O:28][N:27]=1, predict the reaction product. The product is: [CH:1]([N:4]1[C:8]([C:9]2[S:10][C:11]3[CH2:12][CH2:13][O:14][C:15]4[CH:22]=[C:21]([CH2:23][NH:25][C:26]5[CH:30]=[CH:29][O:28][N:27]=5)[CH:20]=[CH:19][C:16]=4[C:17]=3[N:18]=2)=[N:7][CH:6]=[N:5]1)([CH3:3])[CH3:2]. (5) Given the reactants Br[C:2]1[CH:7]=[CH:6][N:5]=[C:4]2[N:8]([S:23]([C:26]3[CH:31]=[CH:30][CH:29]=[CH:28][CH:27]=3)(=[O:25])=[O:24])[C:9]([C:11]3[CH:16]=[CH:15][C:14]([N:17]4[CH2:22][CH2:21][O:20][CH2:19][CH2:18]4)=[CH:13][CH:12]=3)=[CH:10][C:3]=12.[F:32][C:33]1[CH:40]=[CH:39][C:38](B2OC(C)(C)C(C)(C)O2)=[CH:37][C:34]=1[C:35]#[N:36].C([O-])(O)=O.[Na+], predict the reaction product. The product is: [F:32][C:33]1[CH:40]=[CH:39][C:38]([C:2]2[CH:7]=[CH:6][N:5]=[C:4]3[N:8]([S:23]([C:26]4[CH:31]=[CH:30][CH:29]=[CH:28][CH:27]=4)(=[O:25])=[O:24])[C:9]([C:11]4[CH:16]=[CH:15][C:14]([N:17]5[CH2:18][CH2:19][O:20][CH2:21][CH2:22]5)=[CH:13][CH:12]=4)=[CH:10][C:3]=23)=[CH:37][C:34]=1[C:35]#[N:36]. (6) Given the reactants Br[C:2]1[CH:13]=[C:12]([F:14])[C:11]([F:15])=[CH:10][C:3]=1[CH2:4][N:5]1[CH2:9][CH2:8][CH2:7][CH2:6]1.C(=O)([O-])[O-].[K+].[K+].O.[NH2:23][C:24]1[N:33]=[C:32]([C:34]([N:36]2[CH2:44][C:43]3[C:38](=[CH:39][CH:40]=[CH:41][CH:42]=3)[CH2:37]2)=[O:35])[C:31]2[C:26](=[CH:27][CH:28]=[C:29](B3OC(C)(C)C(C)(C)O3)[CH:30]=2)[N:25]=1, predict the reaction product. The product is: [NH2:23][C:24]1[N:33]=[C:32]([C:34]([N:36]2[CH2:37][C:38]3[C:43](=[CH:42][CH:41]=[CH:40][CH:39]=3)[CH2:44]2)=[O:35])[C:31]2[C:26](=[CH:27][CH:28]=[C:29]([C:2]3[CH:13]=[C:12]([F:14])[C:11]([F:15])=[CH:10][C:3]=3[CH2:4][N:5]3[CH2:9][CH2:8][CH2:7][CH2:6]3)[CH:30]=2)[N:25]=1. (7) Given the reactants Br[C:2]1[CH:7]=[CH:6][C:5]([C:8]#[N:9])=[CH:4][N:3]=1.[CH2:10]([NH2:12])[CH3:11], predict the reaction product. The product is: [CH2:10]([NH:12][C:2]1[CH:7]=[CH:6][C:5]([C:8]#[N:9])=[CH:4][N:3]=1)[CH3:11]. (8) Given the reactants [CH3:1][C:2]1[CH:3]=[C:4]([NH:9][C:10](=[O:14])[CH2:11][CH2:12][CH3:13])[CH:5]=[CH:6][C:7]=1[CH3:8].[CH:15]1[CH:20]=[C:19]2[C:21]([C:23](O)([OH:26])[C:24](=[O:25])[C:18]2=[CH:17][CH:16]=1)=[O:22], predict the reaction product. The product is: [OH:26][C:23]1([C:5]2[CH:6]=[C:7]([CH3:8])[C:2]([CH3:1])=[CH:3][C:4]=2[NH:9][C:10](=[O:14])[CH2:11][CH2:12][CH3:13])[C:24](=[O:25])[C:18]2[C:19](=[CH:20][CH:15]=[CH:16][CH:17]=2)[C:21]1=[O:22].